From a dataset of Forward reaction prediction with 1.9M reactions from USPTO patents (1976-2016). Predict the product of the given reaction. (1) Given the reactants [Br:1][C:2]1[CH:3]=[CH:4][C:5]([Cl:18])=[C:6]([CH2:8][C:9]2[O:13]C=[N:11][C:10]=2C(OC)=O)[CH:7]=1, predict the reaction product. The product is: [NH2:11][CH2:10][C:9](=[O:13])[CH2:8][C:6]1[CH:7]=[C:2]([Br:1])[CH:3]=[CH:4][C:5]=1[Cl:18].[ClH:18]. (2) Given the reactants [C:1]([O:5][C:6]([N:8]1[CH2:11][C:10](=[O:12])[CH2:9]1)=[O:7])([CH3:4])([CH3:3])[CH3:2].[N+:13]([CH3:16])([O-:15])=[O:14].C(N(CC)CC)C, predict the reaction product. The product is: [C:1]([O:5][C:6]([N:8]1[CH2:9][C:10]([OH:12])([CH2:16][N+:13]([O-:15])=[O:14])[CH2:11]1)=[O:7])([CH3:4])([CH3:2])[CH3:3]. (3) Given the reactants Cl[C:2]1[NH:3][C:4](=[O:13])[C:5]2[C:10]([CH:11]=1)=[C:9]([F:12])[CH:8]=[CH:7][CH:6]=2.[CH3:14][N:15]1[CH2:20][CH2:19][NH:18][CH2:17][CH2:16]1, predict the reaction product. The product is: [F:12][C:9]1[CH:8]=[CH:7][CH:6]=[C:5]2[C:10]=1[CH:11]=[C:2]([N:18]1[CH2:19][CH2:20][N:15]([CH3:14])[CH2:16][CH2:17]1)[NH:3][C:4]2=[O:13]. (4) Given the reactants [CH3:1][N:2]([CH3:38])[CH:3]1[CH2:8][CH2:7][N:6]([CH2:9][C:10]2[S:18][C:17]3[C:16]([N:19]4[CH2:24][CH2:23][O:22][CH2:21][CH2:20]4)=[N:15][C:14]([Sn](CCCC)(CCCC)CCCC)=[N:13][C:12]=3[CH:11]=2)[CH2:5][CH2:4]1.[CH2:39]([O:46][C:47]1[C:48]2[N:49]([CH:54]=[CH:55][N:56]=2)[C:50](Br)=[CH:51][CH:52]=1)[C:40]1[CH:45]=[CH:44][CH:43]=[CH:42][CH:41]=1, predict the reaction product. The product is: [CH2:39]([O:46][C:47]1[C:48]2[N:49]([CH:54]=[CH:55][N:56]=2)[C:50]([C:14]2[N:15]=[C:16]([N:19]3[CH2:20][CH2:21][O:22][CH2:23][CH2:24]3)[C:17]3[S:18][C:10]([CH2:9][N:6]4[CH2:5][CH2:4][CH:3]([N:2]([CH3:38])[CH3:1])[CH2:8][CH2:7]4)=[CH:11][C:12]=3[N:13]=2)=[CH:51][CH:52]=1)[C:40]1[CH:41]=[CH:42][CH:43]=[CH:44][CH:45]=1. (5) Given the reactants [Br:1][C:2]1[CH:3]=[C:4]([C:14]2[CH:19]=[CH:18][C:17]([S:20]([CH3:23])(=[O:22])=[O:21])=[CH:16][CH:15]=2)[N:5]2[C:10]=1[CH:9]=[N:8][C:7](S(C)=O)=[N:6]2.[CH3:24][N:25]1[CH2:30][CH2:29][N:28]([C:31]2[CH:36]=[CH:35][C:34]([NH2:37])=[CH:33][CH:32]=2)[CH2:27][CH2:26]1.CN1CCCC1=O, predict the reaction product. The product is: [Br:1][C:2]1[CH:3]=[C:4]([C:14]2[CH:19]=[CH:18][C:17]([S:20]([CH3:23])(=[O:22])=[O:21])=[CH:16][CH:15]=2)[N:5]2[C:10]=1[CH:9]=[N:8][C:7]([NH:37][C:34]1[CH:33]=[CH:32][C:31]([N:28]3[CH2:27][CH2:26][N:25]([CH3:24])[CH2:30][CH2:29]3)=[CH:36][CH:35]=1)=[N:6]2. (6) Given the reactants [Br:1][C:2]1[CH:3]=[C:4]2[C:9](=[CH:10][C:11]=1[O:12][CH2:13][C:14]1[CH:15]=[C:16]([S:20]([CH3:28])(=[N:22]C(OCC)=O)=[O:21])[CH:17]=[CH:18][CH:19]=1)[N:8]=[CH:7][N:6]=[C:5]2[NH:29][CH2:30][C@H:31]([OH:33])[CH3:32].[O-]CC.[Na+].C(=O)(O)[O-].[Na+], predict the reaction product. The product is: [Br:1][C:2]1[CH:3]=[C:4]2[C:9](=[CH:10][C:11]=1[O:12][CH2:13][C:14]1[CH:15]=[C:16]([S:20]([CH3:28])(=[NH:22])=[O:21])[CH:17]=[CH:18][CH:19]=1)[N:8]=[CH:7][N:6]=[C:5]2[NH:29][CH2:30][C@H:31]([OH:33])[CH3:32].